This data is from Full USPTO retrosynthesis dataset with 1.9M reactions from patents (1976-2016). The task is: Predict the reactants needed to synthesize the given product. (1) Given the product [CH3:60][O:61][C:62]([C:64]1[C:65]([S:70][CH2:71][C:72]2[CH:77]=[CH:76][C:75]([Cl:78])=[CH:74][CH:73]=2)=[N:66][S:67][C:68]=1[NH:69][C:54]1[N:59]=[CH:58][CH:57]=[CH:56][N:55]=1)=[O:63], predict the reactants needed to synthesize it. The reactants are: C1(P(C2C=CC=CC=2)C2C=CC3C(=CC=CC=3)C=2C2C3C(=CC=CC=3)C=CC=2P(C2C=CC=CC=2)C2C=CC=CC=2)C=CC=CC=1.C(=O)([O-])[O-].[Cs+].[Cs+].Br[C:54]1[N:59]=[CH:58][CH:57]=[CH:56][N:55]=1.[CH3:60][O:61][C:62]([C:64]1[C:65]([S:70][CH2:71][C:72]2[CH:77]=[CH:76][C:75]([Cl:78])=[CH:74][CH:73]=2)=[N:66][S:67][C:68]=1[NH2:69])=[O:63]. (2) Given the product [C:1]([C:3]1[CH:4]=[N:5][C:6]2[C:11]([C:12]=1[OH:13])=[C:10]([O:14][CH:15]1[CH2:20][CH2:19][O:18][CH2:17][CH2:16]1)[CH:9]=[C:8]([O:31][CH2:30][CH2:29][CH2:28][N:22]1[CH2:27][CH2:26][O:25][CH2:24][CH2:23]1)[CH:7]=2)#[N:2], predict the reactants needed to synthesize it. The reactants are: [C:1]([C:3]1[CH:4]=[N:5][C:6]2[C:11]([C:12]=1[OH:13])=[C:10]([O:14][CH:15]1[CH2:20][CH2:19][O:18][CH2:17][CH2:16]1)[CH:9]=[C:8](F)[CH:7]=2)#[N:2].[N:22]1([CH2:28][CH2:29][CH2:30][OH:31])[CH2:27][CH2:26][O:25][CH2:24][CH2:23]1.CC(C)([O-])C.[K+].C(O)(=O)C. (3) Given the product [NH3:7].[Cl:21][C:3]1[CH:4]=[C:5]([N:8]2[CH2:13][CH2:12][N:11]([C:14]([O:16][C:17]([CH3:20])([CH3:19])[CH3:18])=[O:15])[CH2:10][CH2:9]2)[CH:6]=[N:7][C:2]=1[CH3:22], predict the reactants needed to synthesize it. The reactants are: Br[C:2]1[N:7]=[CH:6][C:5]([N:8]2[CH2:13][CH2:12][N:11]([C:14]([O:16][C:17]([CH3:20])([CH3:19])[CH3:18])=[O:15])[CH2:10][CH2:9]2)=[CH:4][C:3]=1[Cl:21].[CH3:22][Sn](C)(C)C.C1(P(C2C=CC=CC=2)C2C=CC=CC=2)C=CC=CC=1.CN(C)C=O. (4) Given the product [F:29][CH:13]([F:12])[C:14]1[N:18]2[N:19]=[C:20]([N:23]3[CH2:24][CH2:25][N:26]([CH2:10][C:3]4[C:4]5[C:9](=[CH:8][CH:7]=[CH:6][CH:5]=5)[NH:1][N:2]=4)[CH2:27][CH2:28]3)[CH:21]=[CH:22][C:17]2=[N:16][N:15]=1, predict the reactants needed to synthesize it. The reactants are: [NH:1]1[C:9]2[C:4](=[CH:5][CH:6]=[CH:7][CH:8]=2)[C:3]([CH:10]=O)=[N:2]1.[F:12][CH:13]([F:29])[C:14]1[N:18]2[N:19]=[C:20]([N:23]3[CH2:28][CH2:27][NH:26][CH2:25][CH2:24]3)[CH:21]=[CH:22][C:17]2=[N:16][N:15]=1.